From a dataset of Reaction yield outcomes from USPTO patents with 853,638 reactions. Predict the reaction yield, written as a fraction of the theoretical maximum amount of product (1.0 means a 100% yield; for example, 0.34 means a 34% yield). (1) The catalyst is C1COCC1.O. The reactants are C([Si]([O:8][CH2:9][C:10]1([CH2:13][O:14][C:15]2[CH:20]=[CH:19][C:18]([O:21][CH3:22])=[CH:17][CH:16]=2)[CH2:12][CH2:11]1)(C)C)(C)(C)C.[F-].C([N+](CCCC)(CCCC)CCCC)CCC. The yield is 0.650. The product is [CH3:22][O:21][C:18]1[CH:19]=[CH:20][C:15]([O:14][CH2:13][C:10]2([CH2:9][OH:8])[CH2:11][CH2:12]2)=[CH:16][CH:17]=1. (2) The reactants are [NH2:1][C:2]1[CH:7]=[CH:6][C:5]([Cl:8])=[CH:4][N:3]=1.[CH3:9][C:10]([CH3:15])([CH3:14])[C:11](Cl)=[O:12]. The catalyst is C(Cl)Cl. The product is [Cl:8][C:5]1[CH:6]=[CH:7][C:2]([NH:1][C:11](=[O:12])[C:10]([CH3:15])([CH3:14])[CH3:9])=[N:3][CH:4]=1. The yield is 0.990. (3) The reactants are [C:1]([O:5][C:6]([N:8]1[C:17]2[C:12](=[CH:13][CH:14]=[C:15]([N+:18]([O-])=O)[CH:16]=2)[C:11]([CH3:22])([CH3:21])[CH2:10][CH2:9]1)=[O:7])([CH3:4])([CH3:3])[CH3:2]. The catalyst is CO.[Pd]. The product is [NH2:18][C:15]1[CH:16]=[C:17]2[C:12]([C:11]([CH3:22])([CH3:21])[CH2:10][CH2:9][N:8]2[C:6]([O:5][C:1]([CH3:4])([CH3:3])[CH3:2])=[O:7])=[CH:13][CH:14]=1. The yield is 0.950. (4) The reactants are C(OC([N:8]1[CH2:13][CH2:12][CH:11]([C:14]2[CH:19]=[CH:18][C:17]([NH:20][C:21]([C:23]3[N:24](COCC[Si](C)(C)C)[CH:25]=[C:26]([C:28]#[N:29])[N:27]=3)=[O:22])=[C:16]([C:38]3[CH2:43][CH2:42][CH2:41][CH2:40][CH:39]=3)[CH:15]=2)[CH2:10][CH2:9]1)=O)(C)(C)C.[C:44]([OH:50])([C:46]([F:49])([F:48])[F:47])=[O:45]. The catalyst is C(Cl)Cl.CCO. The product is [F:47][C:46]([F:49])([F:48])[C:44]([OH:50])=[O:45].[C:38]1([C:16]2[CH:15]=[C:14]([CH:11]3[CH2:10][CH2:9][NH:8][CH2:13][CH2:12]3)[CH:19]=[CH:18][C:17]=2[NH:20][C:21]([C:23]2[NH:24][CH:25]=[C:26]([C:28]#[N:29])[N:27]=2)=[O:22])[CH2:43][CH2:42][CH2:41][CH2:40][CH:39]=1. The yield is 0.700. (5) The reactants are [Br:1][C:2]1[NH:11][C:5]2[N:6]=[CH:7][N:8]=[C:9]([Cl:10])[C:4]=2[CH:3]=1.[H-].[Na+].[CH3:14]I. The catalyst is C1COCC1. The product is [Br:1][C:2]1[N:11]([CH3:14])[C:5]2[N:6]=[CH:7][N:8]=[C:9]([Cl:10])[C:4]=2[CH:3]=1. The yield is 0.770. (6) The reactants are [CH:1]([C:4]1[N:5]=[CH:6][S:7][CH:8]=1)([CH3:3])[CH3:2].[Li]CCCC.[CH2:14]([Sn:18](Cl)([CH2:23][CH2:24][CH2:25][CH3:26])[CH2:19][CH2:20][CH2:21][CH3:22])[CH2:15][CH2:16][CH3:17].O. The catalyst is C1COCC1. The product is [CH:1]([C:4]1[N:5]=[C:6]([Sn:18]([CH2:19][CH2:20][CH2:21][CH3:22])([CH2:23][CH2:24][CH2:25][CH3:26])[CH2:14][CH2:15][CH2:16][CH3:17])[S:7][CH:8]=1)([CH3:3])[CH3:2]. The yield is 0.550.